From a dataset of Forward reaction prediction with 1.9M reactions from USPTO patents (1976-2016). Predict the product of the given reaction. (1) Given the reactants Br[C:2]1[CH:3]=[C:4]([O:10][CH3:11])[C:5]([O:8][CH3:9])=[N:6][CH:7]=1.C([Li])CCC.CN([CH:20]=[O:21])C, predict the reaction product. The product is: [CH3:11][O:10][C:4]1[C:5]([O:8][CH3:9])=[N:6][CH:7]=[C:2]([CH:3]=1)[CH:20]=[O:21]. (2) The product is: [C:8]([C:6]1[CH:7]=[C:2]([N:16]2[CH:17]=[CH:18][C:14]([C:13]([F:20])([F:19])[F:12])=[N:15]2)[N:3]=[C:4]([S:10][CH3:11])[CH:5]=1)#[N:9]. Given the reactants Cl[C:2]1[CH:7]=[C:6]([C:8]#[N:9])[CH:5]=[C:4]([S:10][CH3:11])[N:3]=1.[F:12][C:13]([F:20])([F:19])[C:14]1[CH:18]=[CH:17][NH:16][N:15]=1.C(=O)([O-])[O-].[K+].[K+], predict the reaction product. (3) Given the reactants [C:1]1([NH:7][C:8]2[C:9]([NH:14][C:15]3[CH:20]=[CH:19][CH:18]=[CH:17][CH:16]=3)=[CH:10][CH:11]=[CH:12][CH:13]=2)[CH:6]=[CH:5][CH:4]=[CH:3][CH:2]=1.C(N(CC)CC)C.[B:28](Br)(Br)[Br:29], predict the reaction product. The product is: [Br:29][B:28]1[N:7]([C:1]2[CH:2]=[CH:3][CH:4]=[CH:5][CH:6]=2)[C:8]2[CH:13]=[CH:12][CH:11]=[CH:10][C:9]=2[N:14]1[C:15]1[CH:20]=[CH:19][CH:18]=[CH:17][CH:16]=1. (4) Given the reactants [Cl:1][C:2]1[CH:3]=[N:4][C:5]2[C:10]([C:11]=1[CH:12]([O:17][Si:18]([CH2:23][CH3:24])([CH2:21][CH3:22])[CH2:19][CH3:20])[CH2:13][N+:14]([O-])=O)=[CH:9][CH:8]=[CH:7][CH:6]=2.[Cl-].[NH4+], predict the reaction product. The product is: [Cl:1][C:2]1[CH:3]=[N:4][C:5]2[C:10]([C:11]=1[CH:12]([O:17][Si:18]([CH2:19][CH3:20])([CH2:23][CH3:24])[CH2:21][CH3:22])[CH2:13][NH2:14])=[CH:9][CH:8]=[CH:7][CH:6]=2. (5) Given the reactants [CH3:1][O:2][C:3](=[O:16])[C:4]1[CH:9]=[CH:8][CH:7]=[CH:6][C:5]=1[N:10]1[CH2:15][CH2:14][NH:13][CH2:12][CH2:11]1.[CH3:17][C:18]1[CH:22]=[C:21]([CH3:23])[N:20]([CH2:24][C:25](O)=[O:26])[N:19]=1.C(C1NC=CN=1)(C1NC=CN=1)=O.[NH4+].[Cl-], predict the reaction product. The product is: [CH3:1][O:2][C:3](=[O:16])[C:4]1[CH:9]=[CH:8][CH:7]=[CH:6][C:5]=1[N:10]1[CH2:15][CH2:14][N:13]([C:25](=[O:26])[CH2:24][N:20]2[C:21]([CH3:23])=[CH:22][C:18]([CH3:17])=[N:19]2)[CH2:12][CH2:11]1. (6) Given the reactants [Br:1][C:2]1[CH:11]=[CH:10][C:5]([C:6]([NH:8][NH2:9])=[O:7])=[CH:4][CH:3]=1.CN1CCCC1=O.[C:19](Cl)(=[O:26])[C:20]1[CH:25]=[CH:24][CH:23]=[CH:22][CH:21]=1, predict the reaction product. The product is: [C:19]([NH:9][NH:8][C:6](=[O:7])[C:5]1[CH:10]=[CH:11][C:2]([Br:1])=[CH:3][CH:4]=1)(=[O:26])[C:20]1[CH:25]=[CH:24][CH:23]=[CH:22][CH:21]=1. (7) The product is: [Br:3][C:4]1[CH:5]=[C:6]2[C:10](=[CH:11][CH:12]=1)[C:9](=[O:13])[NH:8][CH:7]2[OH:14]. Given the reactants [OH-].[Na+].[Br:3][C:4]1[CH:5]=[C:6]2[C:10](=[CH:11][CH:12]=1)[C:9](=[O:13])[NH:8][C:7]2=[O:14], predict the reaction product.